Dataset: NCI-60 drug combinations with 297,098 pairs across 59 cell lines. Task: Regression. Given two drug SMILES strings and cell line genomic features, predict the synergy score measuring deviation from expected non-interaction effect. (1) Drug 1: CS(=O)(=O)C1=CC(=C(C=C1)C(=O)NC2=CC(=C(C=C2)Cl)C3=CC=CC=N3)Cl. Drug 2: CCC1(CC2CC(C3=C(CCN(C2)C1)C4=CC=CC=C4N3)(C5=C(C=C6C(=C5)C78CCN9C7C(C=CC9)(C(C(C8N6C)(C(=O)OC)O)OC(=O)C)CC)OC)C(=O)OC)O.OS(=O)(=O)O. Cell line: EKVX. Synergy scores: CSS=47.4, Synergy_ZIP=11.8, Synergy_Bliss=8.89, Synergy_Loewe=-6.58, Synergy_HSA=10.3. (2) Drug 1: CS(=O)(=O)C1=CC(=C(C=C1)C(=O)NC2=CC(=C(C=C2)Cl)C3=CC=CC=N3)Cl. Drug 2: C1=CN(C=N1)CC(O)(P(=O)(O)O)P(=O)(O)O. Cell line: SF-295. Synergy scores: CSS=9.78, Synergy_ZIP=-2.21, Synergy_Bliss=2.34, Synergy_Loewe=3.19, Synergy_HSA=3.24. (3) Drug 1: CC12CCC(CC1=CCC3C2CCC4(C3CC=C4C5=CN=CC=C5)C)O. Drug 2: CC1=C(C(=O)C2=C(C1=O)N3CC4C(C3(C2COC(=O)N)OC)N4)N. Cell line: SK-MEL-28. Synergy scores: CSS=26.1, Synergy_ZIP=-1.70, Synergy_Bliss=2.93, Synergy_Loewe=-6.80, Synergy_HSA=2.08. (4) Cell line: HOP-62. Synergy scores: CSS=63.2, Synergy_ZIP=2.40, Synergy_Bliss=3.27, Synergy_Loewe=1.52, Synergy_HSA=4.53. Drug 1: B(C(CC(C)C)NC(=O)C(CC1=CC=CC=C1)NC(=O)C2=NC=CN=C2)(O)O. Drug 2: CC1C(C(CC(O1)OC2CC(CC3=C2C(=C4C(=C3O)C(=O)C5=C(C4=O)C(=CC=C5)OC)O)(C(=O)CO)O)N)O.Cl. (5) Drug 1: C1=CC(=CC=C1CCC2=CNC3=C2C(=O)NC(=N3)N)C(=O)NC(CCC(=O)O)C(=O)O. Drug 2: CC1=C(C(=O)C2=C(C1=O)N3CC4C(C3(C2COC(=O)N)OC)N4)N. Cell line: TK-10. Synergy scores: CSS=45.8, Synergy_ZIP=-0.787, Synergy_Bliss=-3.18, Synergy_Loewe=-11.9, Synergy_HSA=-1.78. (6) Drug 1: CC1CCCC2(C(O2)CC(NC(=O)CC(C(C(=O)C(C1O)C)(C)C)O)C(=CC3=CSC(=N3)C)C)C. Drug 2: CC1C(C(CC(O1)OC2CC(CC3=C2C(=C4C(=C3O)C(=O)C5=C(C4=O)C(=CC=C5)OC)O)(C(=O)CO)O)N)O.Cl. Cell line: NCI-H460. Synergy scores: CSS=45.5, Synergy_ZIP=1.63, Synergy_Bliss=-1.57, Synergy_Loewe=-1.12, Synergy_HSA=-1.18. (7) Drug 1: CC1=C(C(CCC1)(C)C)C=CC(=CC=CC(=CC(=O)O)C)C. Drug 2: C1=NC2=C(N1)C(=S)N=CN2. Cell line: TK-10. Synergy scores: CSS=33.3, Synergy_ZIP=-1.23, Synergy_Bliss=2.06, Synergy_Loewe=-23.7, Synergy_HSA=3.03. (8) Drug 1: CN(C)N=NC1=C(NC=N1)C(=O)N. Drug 2: C1=CN(C=N1)CC(O)(P(=O)(O)O)P(=O)(O)O. Cell line: M14. Synergy scores: CSS=-4.39, Synergy_ZIP=1.89, Synergy_Bliss=-4.11, Synergy_Loewe=-8.93, Synergy_HSA=-8.24. (9) Drug 1: CC1=C(C=C(C=C1)NC(=O)C2=CC=C(C=C2)CN3CCN(CC3)C)NC4=NC=CC(=N4)C5=CN=CC=C5. Drug 2: CCC1=C2CN3C(=CC4=C(C3=O)COC(=O)C4(CC)O)C2=NC5=C1C=C(C=C5)O. Cell line: NCI-H226. Synergy scores: CSS=3.39, Synergy_ZIP=-0.107, Synergy_Bliss=1.41, Synergy_Loewe=-33.4, Synergy_HSA=-2.52. (10) Drug 1: C1=CC(=CC=C1CC(C(=O)O)N)N(CCCl)CCCl.Cl. Drug 2: C1=CC=C(C(=C1)C(C2=CC=C(C=C2)Cl)C(Cl)Cl)Cl. Cell line: HOP-92. Synergy scores: CSS=8.99, Synergy_ZIP=-3.05, Synergy_Bliss=-1.96, Synergy_Loewe=-13.1, Synergy_HSA=-2.05.